Predict the reactants needed to synthesize the given product. From a dataset of Full USPTO retrosynthesis dataset with 1.9M reactions from patents (1976-2016). (1) Given the product [O:7]=[C:4]1[CH:5]=[CH:6][C:2](=[O:1])[N:3]1[CH2:8][CH2:9][CH2:10][CH2:11][CH2:12][CH2:13][C:14]([N:58]([CH3:57])[C:59]([CH3:107])([C:61]([NH:63][C@H:64]([C:68]([N:70]([C@@H:72]([C@@H:103]([CH3:106])[CH2:104][CH3:105])[C@H:73]([O:101][CH3:102])[CH2:74][C:75]([N:77]1[CH2:81][CH2:80][CH2:79][C@H:78]1[C@H:82]([O:99][CH3:100])[C@@H:83]([CH3:98])[C:84]([NH:86][C@H:87]([C:95]([OH:97])=[O:96])[CH2:88][C:89]1[CH:94]=[CH:93][CH:92]=[CH:91][CH:90]=1)=[O:85])=[O:76])[CH3:71])=[O:69])[CH:65]([CH3:66])[CH3:67])=[O:62])[CH3:60])=[O:16], predict the reactants needed to synthesize it. The reactants are: [O:1]=[C:2]1[CH:6]=[CH:5][C:4](=[O:7])[N:3]1[CH2:8][CH2:9][CH2:10][CH2:11][CH2:12][CH2:13][C:14]([OH:16])=O.CN(C(ON1N=NC2C=CC=NC1=2)=[N+](C)C)C.F[P-](F)(F)(F)(F)F.CCN(C(C)C)C(C)C.FC(F)(F)C(O)=O.[CH3:57][NH:58][C:59]([CH3:107])([C:61]([NH:63][C@H:64]([C:68]([N:70]([C@@H:72]([C@@H:103]([CH3:106])[CH2:104][CH3:105])[C@H:73]([O:101][CH3:102])[CH2:74][C:75]([N:77]1[CH2:81][CH2:80][CH2:79][C@H:78]1[C@H:82]([O:99][CH3:100])[C@@H:83]([CH3:98])[C:84]([NH:86][C@H:87]([C:95]([OH:97])=[O:96])[CH2:88][C:89]1[CH:94]=[CH:93][CH:92]=[CH:91][CH:90]=1)=[O:85])=[O:76])[CH3:71])=[O:69])[CH:65]([CH3:67])[CH3:66])=[O:62])[CH3:60]. (2) Given the product [CH2:1]([O:3][C:4](=[O:16])[CH:5]([C:7]1[CH:12]=[CH:11][C:10]([O:13][CH3:14])=[C:9]([B:17]2[O:21][C:20]([CH3:23])([CH3:22])[C:19]([CH3:25])([CH3:24])[O:18]2)[CH:8]=1)[CH3:6])[CH3:2], predict the reactants needed to synthesize it. The reactants are: [CH2:1]([O:3][C:4](=[O:16])[CH:5]([C:7]1[CH:12]=[CH:11][C:10]([O:13][CH3:14])=[C:9](Br)[CH:8]=1)[CH3:6])[CH3:2].[B:17]1([B:17]2[O:21][C:20]([CH3:23])([CH3:22])[C:19]([CH3:25])([CH3:24])[O:18]2)[O:21][C:20]([CH3:23])([CH3:22])[C:19]([CH3:25])([CH3:24])[O:18]1. (3) The reactants are: [NH2:1][C:2]1[C:11]2[C:6](=[C:7](Br)[CH:8]=[CH:9][CH:10]=2)[N:5]=[N:4][C:3]=1[C:13]([NH2:15])=[O:14].[C:16]1([C:22]2[NH:26][C:25]3[CH:27]=[C:28](B4OC(C)(C)C(C)(C)O4)[CH:29]=[CH:30][C:24]=3[N:23]=2)[CH:21]=[CH:20][CH:19]=[CH:18][CH:17]=1.C([O-])(O)=O.[Na+]. Given the product [NH2:1][C:2]1[C:11]2[C:6](=[C:7]([C:29]3[CH:28]=[CH:27][C:25]4[N:26]=[C:22]([C:16]5[CH:17]=[CH:18][CH:19]=[CH:20][CH:21]=5)[NH:23][C:24]=4[CH:30]=3)[CH:8]=[CH:9][CH:10]=2)[N:5]=[N:4][C:3]=1[C:13]([NH2:15])=[O:14], predict the reactants needed to synthesize it. (4) Given the product [CH2:20]([O:4][C:3](=[O:5])[C@@H:2]([O:1][CH3:14])[CH2:6][C:7]1[CH:8]=[CH:9][C:10]([OH:13])=[CH:11][CH:12]=1)[CH3:21], predict the reactants needed to synthesize it. The reactants are: [OH:1][C@@H:2]([CH2:6][C:7]1[CH:12]=[CH:11][C:10]([OH:13])=[CH:9][CH:8]=1)[C:3]([OH:5])=[O:4].[C:14](=O)([O-])[O-].[K+].[K+].[CH2:20](Cl)[C:21]1C=CC=CC=1. (5) Given the product [Cl:1][C:2]1[CH:7]=[CH:6][C:5]([C:8]2[C:14]3[CH:15]=[CH:16][CH:17]=[CH:18][C:13]=3[C:12]3[C:19]([CH3:22])=[N:20][O:21][C:11]=3[CH:10]([NH:23][C:27]([NH:26][CH2:24][CH3:25])=[O:28])[N:9]=2)=[CH:4][CH:3]=1, predict the reactants needed to synthesize it. The reactants are: [Cl:1][C:2]1[CH:7]=[CH:6][C:5]([C:8]2[C:14]3[CH:15]=[CH:16][CH:17]=[CH:18][C:13]=3[C:12]3[C:19]([CH3:22])=[N:20][O:21][C:11]=3[CH:10]([NH2:23])[N:9]=2)=[CH:4][CH:3]=1.[CH2:24]([N:26]=[C:27]=[O:28])[CH3:25].C(N(CC)CC)C. (6) Given the product [CH2:12]([N:7]1[C:6]2[C:5](=[O:19])[NH:4][C:3](=[O:21])[NH:11][C:10]=2[N:9]=[CH:8]1)[C:13]1[CH:18]=[CH:17][CH:16]=[CH:15][CH:14]=1, predict the reactants needed to synthesize it. The reactants are: Cl.N[C:3]1[NH:4][C:5](=[O:19])[C:6]2[N:7]([CH2:12][C:13]3[CH:18]=[CH:17][CH:16]=[CH:15][CH:14]=3)[CH:8]=[N:9][C:10]=2[N:11]=1.N([O-])=[O:21].[Na+]. (7) Given the product [CH3:1][O:2][C:3]1([C:8]([NH:10][C:22](=[O:23])[O:24][C:25]([CH3:27])=[CH2:26])=[O:9])[CH2:7][CH2:6][CH2:5][CH2:4]1, predict the reactants needed to synthesize it. The reactants are: [CH3:1][O:2][C:3]1([C:8]([NH2:10])=[O:9])[CH2:7][CH2:6][CH2:5][CH2:4]1.[Li+].C[Si]([N-][Si](C)(C)C)(C)C.Cl[C:22]([O:24][C:25]([CH3:27])=[CH2:26])=[O:23].